Dataset: Forward reaction prediction with 1.9M reactions from USPTO patents (1976-2016). Task: Predict the product of the given reaction. (1) Given the reactants [Cl:1][C:2]1[CH:10]=[CH:9][CH:8]=[C:7]2[C:3]=1[C:4]([C:11]([NH:13][CH2:14][CH:15]1[CH2:20][CH:19]([CH3:21])[CH2:18][C:17]([F:23])([F:22])[CH2:16]1)=[O:12])=[CH:5][NH:6]2.O[CH2:25][CH:26]1[CH2:30][CH2:29][CH2:28][N:27]1[C:31]([O:33][C:34]([CH3:37])([CH3:36])[CH3:35])=[O:32].C(C=P(CCCC)(CCCC)CCCC)#N, predict the reaction product. The product is: [C:34]([O:33][C:31]([N:27]1[CH2:28][CH2:29][CH2:30][CH:26]1[CH2:25][N:6]1[C:7]2[C:3](=[C:2]([Cl:1])[CH:10]=[CH:9][CH:8]=2)[C:4]([C:11](=[O:12])[NH:13][CH2:14][CH:15]2[CH2:20][CH:19]([CH3:21])[CH2:18][C:17]([F:22])([F:23])[CH2:16]2)=[CH:5]1)=[O:32])([CH3:37])([CH3:35])[CH3:36]. (2) Given the reactants [O:1]([C:8]1[CH:9]=[C:10]([C:14]23[CH2:21][CH2:20][C:17]([CH2:22][C:23]([OH:25])=O)([CH2:18][CH2:19]2)[CH2:16][O:15]3)[CH:11]=[CH:12][CH:13]=1)[C:2]1[CH:7]=[CH:6][CH:5]=[CH:4][CH:3]=1.ClC(OCC)=O.[N-:32]=[N+:33]=[N-:34].[Na+], predict the reaction product. The product is: [O:1]([C:8]1[CH:9]=[C:10]([C:14]23[CH2:21][CH2:20][C:17]([CH2:22][C:23]([N:32]=[N+:33]=[N-:34])=[O:25])([CH2:18][CH2:19]2)[CH2:16][O:15]3)[CH:11]=[CH:12][CH:13]=1)[C:2]1[CH:7]=[CH:6][CH:5]=[CH:4][CH:3]=1. (3) The product is: [CH3:22][O:5][C:4]1[CH:3]=[C:14]([C:15]([NH:20][NH2:21])=[O:19])[CH:12]=[CH:7][N:6]=1. Given the reactants ClC1C=C(Cl)[CH:15]=[CH:14][C:3]=1[C:4]([NH:6][C:7]1[CH:12]=CC=CC=1Cl)=[O:5].[OH2:19].[NH2:20][NH2:21].[CH3:22]O, predict the reaction product.